Dataset: Full USPTO retrosynthesis dataset with 1.9M reactions from patents (1976-2016). Task: Predict the reactants needed to synthesize the given product. Given the product [Cl:1][C:2]1[CH:3]=[C:4]([C:8]2[C:13]3[N:14]([CH2:25][C@H:26]4[CH2:27][CH2:28][C@H:29]([CH3:32])[CH2:30][CH2:31]4)[C:15]([CH:17]([C:19]4[CH:20]=[CH:21][CH:22]=[CH:23][CH:24]=4)[CH2:18][O:40][CH3:39])=[N:16][C:12]=3[CH:11]=[C:10]([C:33]3[NH:37][C:36](=[O:38])[O:35][N:34]=3)[N:9]=2)[CH:5]=[N:6][CH:7]=1, predict the reactants needed to synthesize it. The reactants are: [Cl:1][C:2]1[CH:3]=[C:4]([C:8]2[C:13]3[N:14]([CH2:25][C@H:26]4[CH2:31][CH2:30][C@H:29]([CH3:32])[CH2:28][CH2:27]4)[C:15]([C:17]([C:19]4[CH:24]=[CH:23][CH:22]=[CH:21][CH:20]=4)=[CH2:18])=[N:16][C:12]=3[CH:11]=[C:10]([C:33]3[NH:37][C:36](=[O:38])[O:35][N:34]=3)[N:9]=2)[CH:5]=[N:6][CH:7]=1.[CH3:39][O-:40].[Na+].